Dataset: Catalyst prediction with 721,799 reactions and 888 catalyst types from USPTO. Task: Predict which catalyst facilitates the given reaction. Reactant: Br[C:2]1[CH:7]=[CH:6][CH:5]=[CH:4][N:3]=1.CCCCCC.C([Li])CCC.[CH:19]([C@@H:21]1[CH2:26][C@H:25]([N:27]([C:32]([C:34]2[N:38]([CH2:39][CH2:40][CH2:41][CH2:42][O:43][CH3:44])[C:37]3[CH:45]=[CH:46][CH:47]=[CH:48][C:36]=3[N:35]=2)=[O:33])[CH2:28][CH:29]([CH3:31])[CH3:30])[CH2:24][N:23]([C:49]([O:51][C:52]([CH3:55])([CH3:54])[CH3:53])=[O:50])[CH2:22]1)=[O:20].[Cl-].[NH4+]. Product: [OH:20][CH:19]([C:2]1[CH:7]=[CH:6][CH:5]=[CH:4][N:3]=1)[C@@H:21]1[CH2:26][C@H:25]([N:27]([C:32]([C:34]2[N:38]([CH2:39][CH2:40][CH2:41][CH2:42][O:43][CH3:44])[C:37]3[CH:45]=[CH:46][CH:47]=[CH:48][C:36]=3[N:35]=2)=[O:33])[CH2:28][CH:29]([CH3:30])[CH3:31])[CH2:24][N:23]([C:49]([O:51][C:52]([CH3:53])([CH3:55])[CH3:54])=[O:50])[CH2:22]1. The catalyst class is: 1.